This data is from Reaction yield outcomes from USPTO patents with 853,638 reactions. The task is: Predict the reaction yield, written as a fraction of the theoretical maximum amount of product (1.0 means a 100% yield; for example, 0.34 means a 34% yield). (1) No catalyst specified. The yield is 1.00. The reactants are [Cl:1][C:2]1[CH:7]=[CH:6][C:5]([C:8]([CH3:22])([CH2:13][CH2:14][C:15]([O:17]C(C)(C)C)=[O:16])[C:9]([O:11][CH3:12])=[O:10])=[CH:4][CH:3]=1.C(O)(C(F)(F)F)=O. The product is [Cl:1][C:2]1[CH:7]=[CH:6][C:5]([C:8]([CH3:22])([C:9]([O:11][CH3:12])=[O:10])[CH2:13][CH2:14][C:15]([OH:17])=[O:16])=[CH:4][CH:3]=1. (2) The reactants are [O:1]=[S:2]1(=[O:10])[CH2:6][CH2:5]C(C(O)=O)N1.C[N:12]([CH:14]=O)[CH3:13].Br[CH2:17][C:18]1[CH:23]=[CH:22][CH:21]=[CH:20][CH:19]=1.[C:24]([O-:27])([O-])=[O:25].[K+].[K+]. The catalyst is O. The product is [CH2:17]([O:27][C:24]([CH:13]1[CH2:5][CH2:6][S:2](=[O:1])(=[O:10])[N:12]1[CH2:14][C:18]1[CH:23]=[CH:22][CH:21]=[CH:20][CH:19]=1)=[O:25])[C:18]1[CH:23]=[CH:22][CH:21]=[CH:20][CH:19]=1. The yield is 0.470. (3) The reactants are C[O:2][C:3](=[O:31])[C:4]1[CH:9]=[CH:8][C:7]([N:10]([CH:20]2[CH2:25][CH2:24][N:23]([CH:26]([CH3:30])[CH2:27][CH2:28][NH2:29])[CH2:22][CH2:21]2)[CH2:11][C:12]2[CH:17]=[CH:16][CH:15]=[C:14]([C:18]#[N:19])[CH:13]=2)=[CH:6][CH:5]=1.[CH3:32][C:33]1[C:38]([C:39]([OH:41])=O)=[C:37]([CH3:42])[N:36]=[CH:35][N:34]=1. No catalyst specified. The product is [C:18]([C:14]1[CH:13]=[C:12]([CH:17]=[CH:16][CH:15]=1)[CH2:11][N:10]([CH:20]1[CH2:21][CH2:22][N:23]([CH:26]([CH3:30])[CH2:27][CH2:28][NH:29][C:39]([C:38]2[C:33]([CH3:32])=[N:34][CH:35]=[N:36][C:37]=2[CH3:42])=[O:41])[CH2:24][CH2:25]1)[C:7]1[CH:6]=[CH:5][C:4]([C:3]([OH:31])=[O:2])=[CH:9][CH:8]=1)#[N:19]. The yield is 0.740. (4) The reactants are [C:9](O[C:9]([O:11][C:12]([CH3:15])([CH3:14])[CH3:13])=[O:10])([O:11][C:12]([CH3:15])([CH3:14])[CH3:13])=[O:10].[F:16][C:17]1[CH:33]=[CH:32][C:20]([CH2:21][NH:22][C:23]2[CH:28]=[CH:27][N:26]=[CH:25][C:24]=2[N+:29]([O-:31])=[O:30])=[CH:19][CH:18]=1. The catalyst is O1CCCC1. The product is [C:12]([O:11][C:9](=[O:10])[N:22]([CH2:21][C:20]1[CH:32]=[CH:33][C:17]([F:16])=[CH:18][CH:19]=1)[C:23]1[CH:28]=[CH:27][N:26]=[CH:25][C:24]=1[N+:29]([O-:31])=[O:30])([CH3:13])([CH3:14])[CH3:15]. The yield is 0.756.